Task: Regression. Given two drug SMILES strings and cell line genomic features, predict the synergy score measuring deviation from expected non-interaction effect.. Dataset: NCI-60 drug combinations with 297,098 pairs across 59 cell lines (1) Drug 1: CC12CCC(CC1=CCC3C2CCC4(C3CC=C4C5=CN=CC=C5)C)O. Drug 2: C1CN(P(=O)(OC1)NCCCl)CCCl. Cell line: U251. Synergy scores: CSS=3.40, Synergy_ZIP=-2.53, Synergy_Bliss=-4.43, Synergy_Loewe=-8.45, Synergy_HSA=-4.01. (2) Drug 1: C1CC(=O)NC(=O)C1N2C(=O)C3=CC=CC=C3C2=O. Drug 2: CC(C)NC(=O)C1=CC=C(C=C1)CNNC.Cl. Cell line: BT-549. Synergy scores: CSS=2.00, Synergy_ZIP=-0.563, Synergy_Bliss=-1.91, Synergy_Loewe=-0.353, Synergy_HSA=-1.74.